Dataset: Full USPTO retrosynthesis dataset with 1.9M reactions from patents (1976-2016). Task: Predict the reactants needed to synthesize the given product. (1) Given the product [Cl:8][C:6]1[N:5]=[CH:4][N:3]=[C:2]([NH:17][C:16]2[CH:18]=[CH:19][CH:20]=[CH:21][C:15]=2[S:12]([CH:9]([CH3:11])[CH3:10])(=[O:14])=[O:13])[N:7]=1, predict the reactants needed to synthesize it. The reactants are: Cl[C:2]1[N:7]=[C:6]([Cl:8])[N:5]=[CH:4][N:3]=1.[CH:9]([S:12]([C:15]1[CH:21]=[CH:20][CH:19]=[CH:18][C:16]=1[NH2:17])(=[O:14])=[O:13])([CH3:11])[CH3:10].CCN(C(C)C)C(C)C. (2) Given the product [S:11]1[C:12]2[CH:18]=[CH:17][CH:16]=[CH:15][C:13]=2[N:14]=[C:10]1[C:3]1[C:4]([CH3:9])=[N:5][C:6]([Cl:8])=[CH:7][C:2]=1[NH:20][C@H:21]1[C@@H:22]2[O:29][C:35]([CH3:36])([CH3:37])[O:28][C@@H:23]2[C@@H:24]([CH2:26][OH:27])[CH2:25]1, predict the reactants needed to synthesize it. The reactants are: Cl[C:2]1[CH:7]=[C:6]([Cl:8])[N:5]=[C:4]([CH3:9])[C:3]=1[C:10]1[S:11][C:12]2[CH:18]=[CH:17][CH:16]=[CH:15][C:13]=2[N:14]=1.Cl.[NH2:20][C@@H:21]1[CH2:25][C@H:24]([CH2:26][OH:27])[C@@H:23]([OH:28])[C@H:22]1[OH:29].CCN([CH2:35][CH3:36])CC.[CH3:37]CO. (3) Given the product [Cl:38][C:35]1[CH:36]=[CH:37][C:32]([CH2:31][C:30]([NH:29][C:25]2[CH:26]=[N:27][CH:28]=[C:23]([C:21]([C:14]3[C:15]4[CH:20]=[N:19][CH:18]=[N:17][C:16]=4[N:12]([C:8]4([CH2:7][OH:6])[CH2:11][O:10][CH2:9]4)[CH:13]=3)=[O:22])[CH:24]=2)=[O:39])=[CH:33][CH:34]=1, predict the reactants needed to synthesize it. The reactants are: C([SiH2][O:6][C:7](C)(C)[C:8]1([N:12]2[C:16]3[N:17]=[CH:18][N:19]=[CH:20][C:15]=3[C:14]([C:21]([C:23]3[CH:24]=[C:25]([NH:29][C:30](=[O:39])[CH2:31][C:32]4[CH:37]=[CH:36][C:35]([Cl:38])=[CH:34][CH:33]=4)[CH:26]=[N:27][CH:28]=3)=[O:22])=[CH:13]2)[CH2:11][O:10][CH2:9]1)(C)(C)C.[F-].C([N+](CCCC)(CCCC)CCCC)CCC. (4) Given the product [C:28]([O:27][C:25](=[O:26])[NH:18][C@H:17]([C@@H:21]([OH:20])[CH3:22])[CH2:16][O:15][CH2:13][CH3:14])([CH3:29])([CH3:30])[CH3:31], predict the reactants needed to synthesize it. The reactants are: O.C1(C)C=CC(S(O)(=O)=O)=CC=1.[CH2:13]([O:15][CH2:16][C@H:17]1[C@H:21]([CH3:22])[O:20]C(C)(C)[N:18]1[C:25]([O:27][C:28]([CH3:31])([CH3:30])[CH3:29])=[O:26])[CH3:14].C(=O)(O)[O-].[Na+]. (5) Given the product [CH2:1]([N:8]1[CH2:12][CH:11]=[C:10]([CH2:13][O:14][C:17]2[CH:18]=[C:19]([C:22]([F:24])([F:25])[F:23])[CH:20]=[CH:21][C:16]=2[Br:15])[CH2:9]1)[C:2]1[CH:7]=[CH:6][CH:5]=[CH:4][CH:3]=1, predict the reactants needed to synthesize it. The reactants are: [CH2:1]([N:8]1[CH2:12][CH:11]=[C:10]([CH2:13][OH:14])[CH2:9]1)[C:2]1[CH:7]=[CH:6][CH:5]=[CH:4][CH:3]=1.[Br:15][C:16]1[CH:21]=[CH:20][C:19]([C:22]([F:25])([F:24])[F:23])=[CH:18][C:17]=1O.CCOC(/N=N/C(OCC)=O)=O.C1(P(C2C=CC=CC=2)C2C=CC=CC=2)C=CC=CC=1. (6) Given the product [Cl:42][C:26]1[C:27]([NH:29][C:30]2[CH:35]=[CH:34][CH:33]=[CH:32][C:31]=2[S:36]([CH:39]([CH3:41])[CH3:40])(=[O:38])=[O:37])=[N:28][C:23]([NH:21][C:4]2[C:3]([O:2][CH3:1])=[CH:20][C:7]3[CH2:8][CH2:9][N:10]([CH:13]([CH2:14][O:15][CH3:16])[CH2:17][O:18][CH3:19])[CH2:11][CH2:12][C:6]=3[CH:5]=2)=[N:24][CH:25]=1, predict the reactants needed to synthesize it. The reactants are: [CH3:1][O:2][C:3]1[C:4]([NH2:21])=[CH:5][C:6]2[CH2:12][CH2:11][N:10]([CH:13]([CH2:17][O:18][CH3:19])[CH2:14][O:15][CH3:16])[CH2:9][CH2:8][C:7]=2[CH:20]=1.Cl[C:23]1[N:28]=[C:27]([NH:29][C:30]2[CH:35]=[CH:34][CH:33]=[CH:32][C:31]=2[S:36]([CH:39]([CH3:41])[CH3:40])(=[O:38])=[O:37])[C:26]([Cl:42])=[CH:25][N:24]=1. (7) Given the product [NH2:25][C:22]1[CH:23]=[CH:24][C:19]([O:18][C:16]2[CH:15]=[CH:14][C:13]([CH3:28])=[C:12]([NH:11][C:9](=[O:10])[C:8]3[CH:29]=[CH:30][CH:31]=[C:6]([C:3]4([C:1]#[N:2])[CH2:5][CH2:4]4)[CH:7]=3)[CH:17]=2)=[CH:20][CH:21]=1, predict the reactants needed to synthesize it. The reactants are: [C:1]([C:3]1([C:6]2[CH:7]=[C:8]([CH:29]=[CH:30][CH:31]=2)[C:9]([NH:11][C:12]2[CH:17]=[C:16]([O:18][C:19]3[CH:24]=[CH:23][C:22]([N+:25]([O-])=O)=[CH:21][CH:20]=3)[CH:15]=[CH:14][C:13]=2[CH3:28])=[O:10])[CH2:5][CH2:4]1)#[N:2].[Cl-].[Ca+2].[Cl-].O. (8) Given the product [Cl:30][C:24]1[CH:25]=[C:26]([Cl:29])[CH:27]=[CH:28][C:23]=1[CH2:22][C:10]1[C:11]([O:18][CH:19]([F:20])[F:21])=[N:12][C:13]2[C:8]([C:9]=1[CH3:31])=[C:7]([O:6][CH:4]([CH3:5])[C:3]([OH:32])=[O:2])[CH:16]=[CH:15][C:14]=2[F:17], predict the reactants needed to synthesize it. The reactants are: C[O:2][C:3](=[O:32])[CH:4]([O:6][C:7]1[CH:16]=[CH:15][C:14]([F:17])=[C:13]2[C:8]=1[C:9]([CH3:31])=[C:10]([CH2:22][C:23]1[CH:28]=[CH:27][C:26]([Cl:29])=[CH:25][C:24]=1[Cl:30])[C:11]([O:18][CH:19]([F:21])[F:20])=[N:12]2)[CH3:5].CO.[OH-].[Li+]. (9) Given the product [C:19]1([N:25]2[CH2:30][CH2:29][N:28]([C:2]3[N:7]=[CH:6][N:5]=[C:4]([NH:8][C:9]4[CH:18]=[C:17]5[C:12]([CH:13]=[CH:14][CH:15]=[N:16]5)=[CH:11][CH:10]=4)[CH:3]=3)[CH2:27][CH2:26]2)[CH:24]=[CH:23][CH:22]=[CH:21][CH:20]=1, predict the reactants needed to synthesize it. The reactants are: Cl[C:2]1[N:7]=[CH:6][N:5]=[C:4]([NH:8][C:9]2[CH:18]=[C:17]3[C:12]([CH:13]=[CH:14][CH:15]=[N:16]3)=[CH:11][CH:10]=2)[CH:3]=1.[C:19]1([N:25]2[CH2:30][CH2:29][NH:28][CH2:27][CH2:26]2)[CH:24]=[CH:23][CH:22]=[CH:21][CH:20]=1.C([O-])([O-])=O.[K+].[K+].